This data is from NCI-60 drug combinations with 297,098 pairs across 59 cell lines. The task is: Regression. Given two drug SMILES strings and cell line genomic features, predict the synergy score measuring deviation from expected non-interaction effect. (1) Drug 1: CC1CCC2CC(C(=CC=CC=CC(CC(C(=O)C(C(C(=CC(C(=O)CC(OC(=O)C3CCCCN3C(=O)C(=O)C1(O2)O)C(C)CC4CCC(C(C4)OC)O)C)C)O)OC)C)C)C)OC. Drug 2: C1C(C(OC1N2C=NC3=C2NC=NCC3O)CO)O. Cell line: EKVX. Synergy scores: CSS=9.93, Synergy_ZIP=-6.50, Synergy_Bliss=-5.78, Synergy_Loewe=-11.7, Synergy_HSA=-5.44. (2) Drug 1: C1CN1P(=S)(N2CC2)N3CC3. Drug 2: C1=NC(=NC(=O)N1C2C(C(C(O2)CO)O)O)N. Cell line: SNB-75. Synergy scores: CSS=14.8, Synergy_ZIP=-5.84, Synergy_Bliss=-0.418, Synergy_Loewe=-1.11, Synergy_HSA=1.41. (3) Drug 1: CN(CC1=CN=C2C(=N1)C(=NC(=N2)N)N)C3=CC=C(C=C3)C(=O)NC(CCC(=O)O)C(=O)O. Drug 2: CC1=C(C(CCC1)(C)C)C=CC(=CC=CC(=CC(=O)O)C)C. Cell line: ACHN. Synergy scores: CSS=41.4, Synergy_ZIP=-3.71, Synergy_Bliss=-3.85, Synergy_Loewe=-34.0, Synergy_HSA=-0.910. (4) Drug 1: CCC1=CC2CC(C3=C(CN(C2)C1)C4=CC=CC=C4N3)(C5=C(C=C6C(=C5)C78CCN9C7C(C=CC9)(C(C(C8N6C)(C(=O)OC)O)OC(=O)C)CC)OC)C(=O)OC.C(C(C(=O)O)O)(C(=O)O)O. Drug 2: CC1=CC=C(C=C1)C2=CC(=NN2C3=CC=C(C=C3)S(=O)(=O)N)C(F)(F)F. Cell line: SK-MEL-5. Synergy scores: CSS=39.2, Synergy_ZIP=10.2, Synergy_Bliss=9.04, Synergy_Loewe=-21.0, Synergy_HSA=7.46. (5) Drug 1: C(CCl)NC(=O)N(CCCl)N=O. Drug 2: B(C(CC(C)C)NC(=O)C(CC1=CC=CC=C1)NC(=O)C2=NC=CN=C2)(O)O. Cell line: T-47D. Synergy scores: CSS=17.3, Synergy_ZIP=-4.22, Synergy_Bliss=-9.30, Synergy_Loewe=-43.5, Synergy_HSA=-11.1. (6) Drug 1: CC1=C(C(CCC1)(C)C)C=CC(=CC=CC(=CC(=O)O)C)C. Cell line: SR. Drug 2: C1CN(P(=O)(OC1)NCCCl)CCCl. Synergy scores: CSS=3.31, Synergy_ZIP=-0.991, Synergy_Bliss=0.108, Synergy_Loewe=-0.760, Synergy_HSA=-0.479. (7) Drug 1: C1=CC(=CC=C1C#N)C(C2=CC=C(C=C2)C#N)N3C=NC=N3. Cell line: SW-620. Synergy scores: CSS=0.287, Synergy_ZIP=0.564, Synergy_Bliss=1.60, Synergy_Loewe=0.156, Synergy_HSA=-0.958. Drug 2: C1=NNC2=C1C(=O)NC=N2.